From a dataset of Full USPTO retrosynthesis dataset with 1.9M reactions from patents (1976-2016). Predict the reactants needed to synthesize the given product. (1) Given the product [C:7]([C:6]1[CH:9]=[CH:10][C:3]([C:1]([OH:14])=[O:2])=[C:4]([OH:12])[C:5]=1[CH3:11])#[N:8], predict the reactants needed to synthesize it. The reactants are: [CH:1]([C:3]1[CH:10]=[CH:9][C:6]([C:7]#[N:8])=[C:5]([CH3:11])[C:4]=1[OH:12])=[O:2].P([O-])(O)(O)=[O:14].[Na+].Cl([O-])=O.[Na+].C(=O)([O-])[O-].[Na+].[Na+]. (2) The reactants are: C1S[C@H](CO)O[C@@H]1N1C(=O)N=[C:11](N)[CH:10]=[CH:9]1.[CH2:25]1[CH2:30][CH2:29][CH:28](N=C=N[CH:25]2[CH2:30][CH2:29][CH2:28][CH2:27][CH2:26]2)[CH2:27][CH2:26]1.[CH:31]1[CH:32]=[CH:33][C:34]2N(O)N=N[C:35]=2[CH:36]=1.C(Cl)Cl.C[N:45]([CH:47]=[O:48])C. Given the product [C:47]([NH2:45])(=[O:48])[CH2:29][CH2:30][CH:25]=[CH:26][CH2:27][CH:28]=[CH:36][CH2:35][CH:34]=[CH:33][CH2:32][CH:31]=[CH:26][CH2:27][CH:28]=[CH:29][CH2:30][CH:25]=[CH:9][CH2:10][CH3:11], predict the reactants needed to synthesize it. (3) Given the product [Cl:27][C:24]1[CH:25]=[CH:26][C:21]([C@@:18]2([CH3:20])[C@:17]([C:29]3[CH:34]=[CH:33][C:32]([Cl:35])=[CH:31][CH:30]=3)([CH3:28])[N:16]([C:36]([N:54]3[CH2:53][CH2:52][CH:51]([N:48]4[CH2:49][CH2:50][C:44](=[O:43])[NH:45][CH2:46][CH2:47]4)[CH2:56][CH2:55]3)=[O:37])[C:15]([C:13]3[C:12]([O:39][CH2:40][CH3:41])=[CH:11][C:10]([Cl:42])=[C:9]([S:6]([NH:5][C:1]([CH3:3])([CH3:2])[CH3:4])(=[O:8])=[O:7])[CH:14]=3)=[N:19]2)=[CH:22][CH:23]=1, predict the reactants needed to synthesize it. The reactants are: [C:1]([NH:5][S:6]([C:9]1[C:10]([Cl:42])=[CH:11][C:12]([O:39][CH2:40][CH3:41])=[C:13]([C:15]2[N:16]([C:36](Cl)=[O:37])[C:17]([C:29]3[CH:34]=[CH:33][C:32]([Cl:35])=[CH:31][CH:30]=3)([CH3:28])[C:18]([C:21]3[CH:26]=[CH:25][C:24]([Cl:27])=[CH:23][CH:22]=3)([CH3:20])[N:19]=2)[CH:14]=1)(=[O:8])=[O:7])([CH3:4])([CH3:3])[CH3:2].[O:43]=[C:44]1[CH2:50][CH2:49][N:48]([CH:51]2[CH2:56][CH2:55][NH:54][CH2:53][CH2:52]2)[CH2:47][CH2:46][NH:45]1. (4) Given the product [CH3:28][O:29][C:17](=[O:18])[C:13]([NH:14][C:15](=[O:16])[CH3:19])=[CH:12][C:11]1[CH:20]=[CH:21][CH:22]=[C:9]([O:8][CH2:1][C:2]2[CH:3]=[CH:4][CH:5]=[CH:6][CH:7]=2)[CH:10]=1, predict the reactants needed to synthesize it. The reactants are: [CH2:1]([O:8][C:9]1[CH:10]=[C:11]([CH:20]=[CH:21][CH:22]=1)[CH:12]=[C:13]1[C:17](=[O:18])[O:16][C:15]([CH3:19])=[N:14]1)[C:2]1[CH:7]=[CH:6][CH:5]=[CH:4][CH:3]=1.C([O-])(=O)C.[Na+].[CH3:28][OH:29]. (5) Given the product [NH2:8][C:7]1[C:2]([Cl:1])=[C:3]([N:18]2[CH2:23][CH2:22][C@@H:21]([NH:24][C:25](=[O:28])[O:26][CH3:27])[C@H:20]([O:29][Si:30]([CH:34]([CH3:36])[CH3:35])([CH:37]([CH3:39])[CH3:38])[CH:31]([CH3:33])[CH3:32])[CH2:19]2)[CH:4]=[C:5]([C:16]#[N:17])[CH:6]=1, predict the reactants needed to synthesize it. The reactants are: [Cl:1][C:2]1[C:7]([NH:8]C(OC(C)(C)C)=O)=[CH:6][C:5]([C:16]#[N:17])=[CH:4][C:3]=1[N:18]1[CH2:23][CH2:22][C@@H:21]([NH:24][C:25](=[O:28])[O:26][CH3:27])[C@H:20]([O:29][Si:30]([CH:37]([CH3:39])[CH3:38])([CH:34]([CH3:36])[CH3:35])[CH:31]([CH3:33])[CH3:32])[CH2:19]1.C(O)(C(F)(F)F)=O.